Dataset: Experimentally validated miRNA-target interactions with 360,000+ pairs, plus equal number of negative samples. Task: Binary Classification. Given a miRNA mature sequence and a target amino acid sequence, predict their likelihood of interaction. The miRNA is hsa-miR-4693-5p with sequence AUACUGUGAAUUUCACUGUCACA. The protein sequence of the target gene is MITMLQDLHVNKISMSRSKSETSLPSSRSGSQEKIMNVKGKVILLMLIVSTVVVVFWEYVNRIPEVGENRWQKDWWFPSWFKNGTHSYQEDNVEGRREKGRNGDRIEEPQLWDWFNPKNRPDVLTVTPWKAPIVWEGTYDTALLEKYYATQKLTVGLTVFAVGKYIEHYLEDFLESADMYFMVGHRVIFYVMIDDTSRMPVVHLNPLHSLQVFEIRSEKRWQDISMMRMKTIGEHILAHIQHEVDFLFCMDVDQVFQDNFGVETLGQLVAQLQAWWYKASPEKFTYERRELSAAYIPFGE.... Result: 0 (no interaction).